From a dataset of Peptide-MHC class I binding affinity with 185,985 pairs from IEDB/IMGT. Regression. Given a peptide amino acid sequence and an MHC pseudo amino acid sequence, predict their binding affinity value. This is MHC class I binding data. The peptide sequence is KSLYDEHIK. The MHC is HLA-A33:01 with pseudo-sequence HLA-A33:01. The binding affinity (normalized) is 0.149.